From a dataset of Catalyst prediction with 721,799 reactions and 888 catalyst types from USPTO. Predict which catalyst facilitates the given reaction. (1) Reactant: [CH3:1][O:2][C:3]1[CH:8]=[C:7]([CH2:9][O:10][CH3:11])[CH:6]=[C:5]([O:12][CH3:13])[C:4]=1[C:14]1[N:19]2[N:20]=[C:21]([CH2:31][O:32][CH3:33])[C:22]([NH:23][C:24](=[O:30])[O:25][C:26]([CH3:29])([CH3:28])[CH3:27])=[C:18]2[CH:17]=[CH:16][CH:15]=1.[H-].[Na+].Br[CH2:37][CH:38]1[CH2:40][CH2:39]1.O. Product: [CH:38]1([CH2:37][N:23]([C:22]2[C:21]([CH2:31][O:32][CH3:33])=[N:20][N:19]3[C:14]([C:4]4[C:5]([O:12][CH3:13])=[CH:6][C:7]([CH2:9][O:10][CH3:11])=[CH:8][C:3]=4[O:2][CH3:1])=[CH:15][CH:16]=[CH:17][C:18]=23)[C:24](=[O:30])[O:25][C:26]([CH3:27])([CH3:28])[CH3:29])[CH2:40][CH2:39]1. The catalyst class is: 42. (2) Reactant: Br[C:2]1[CH:3]=[C:4]2[C:9](=[CH:10][CH:11]=1)[O:8][CH:7]([C:12]1[CH:13]=[N:14][CH:15]=[CH:16][CH:17]=1)[CH2:6][C:5]2=[O:18].[C:19]([C:21]1[CH:22]=[C:23](B(O)O)[CH:24]=[CH:25][CH:26]=1)#[N:20].C([O-])([O-])=O.[Cs+].[Cs+]. Product: [O:18]=[C:5]1[C:4]2[C:9](=[CH:10][CH:11]=[C:2]([C:25]3[CH:26]=[C:21]([CH:22]=[CH:23][CH:24]=3)[C:19]#[N:20])[CH:3]=2)[O:8][CH:7]([C:12]2[CH:13]=[N:14][CH:15]=[CH:16][CH:17]=2)[CH2:6]1. The catalyst class is: 184. (3) Reactant: [OH:1][C:2]1[CH:7]=[CH:6][C:5]([CH2:8][C:9]([NH:12][C:13](=[O:22])[O:14][CH2:15][C:16]2[CH:21]=[CH:20][CH:19]=[CH:18][CH:17]=2)([CH3:11])[CH3:10])=[CH:4][CH:3]=1.[CH2:23](I)[CH3:24].C(=O)([O-])[O-].[K+].[K+]. Product: [CH2:15]([O:14][C:13](=[O:22])[NH:12][C:9]([CH3:11])([CH3:10])[CH2:8][C:5]1[CH:4]=[CH:3][C:2]([O:1][CH2:23][CH3:24])=[CH:7][CH:6]=1)[C:16]1[CH:21]=[CH:20][CH:19]=[CH:18][CH:17]=1. The catalyst class is: 13.